From a dataset of Catalyst prediction with 721,799 reactions and 888 catalyst types from USPTO. Predict which catalyst facilitates the given reaction. (1) Reactant: [Br:1][C:2]1[CH:7]=[CH:6][C:5]([C@@H:8]([NH2:10])[CH3:9])=[CH:4][CH:3]=1.C([O-])([O-])=O.[K+].[K+].Cl[CH2:18][CH2:19][C:20]([C:22]1[CH:27]=[CH:26][C:25]([F:28])=[CH:24][CH:23]=1)=[O:21]. Product: [Br:1][C:2]1[CH:7]=[CH:6][C:5]([C@@H:8]([NH:10][CH2:18][CH2:19][C:20]([C:22]2[CH:23]=[CH:24][C:25]([F:28])=[CH:26][CH:27]=2)=[O:21])[CH3:9])=[CH:4][CH:3]=1. The catalyst class is: 23. (2) Reactant: [CH3:1][NH:2][C:3]([C:5]1([C:11]2[CH:16]=[CH:15][C:14]([N+:17]([O-])=O)=[CH:13][CH:12]=2)[CH2:10][CH2:9][O:8][CH2:7][CH2:6]1)=[O:4]. Product: [NH2:17][C:14]1[CH:15]=[CH:16][C:11]([C:5]2([C:3]([NH:2][CH3:1])=[O:4])[CH2:6][CH2:7][O:8][CH2:9][CH2:10]2)=[CH:12][CH:13]=1. The catalyst class is: 178. (3) Reactant: [I-].[Na+].[C:3](=[O:6])([O-])[O-].[K+].[K+].Cl[C:10]([O:12][CH:13]([CH3:15])[CH3:14])=[O:11].[CH:16]([O:19][C:20]1[C:21]([O:41][CH3:42])=[CH:22][C:23]([N+:38]([O-:40])=[O:39])=[C:24]([CH:37]=1)[C:25]([C:27]1[NH:31][N:30]=[N:29][C:28]=1[C:32]([O:34][CH2:35][CH3:36])=[O:33])=[O:26])([CH3:18])[CH3:17].[CH3:43][C:44]([CH3:46])=O. Product: [CH:13]([O:12][C:10]([O:6][CH:3]([N:30]1[N:29]=[C:28]([C:32]([O:34][CH2:35][CH3:36])=[O:33])[C:27]([C:25](=[O:26])[C:24]2[CH:37]=[C:20]([O:19][CH:16]([CH3:18])[CH3:17])[C:21]([O:41][CH3:42])=[CH:22][C:23]=2[N+:38]([O-:40])=[O:39])=[N:31]1)[CH:44]([CH3:46])[CH3:43])=[O:11])([CH3:15])[CH3:14]. The catalyst class is: 6. (4) Reactant: [CH2:1]([N:4]1[CH:8]=[CH:7][N:6]=[CH:5]1)[CH:2]=[CH2:3].[CH3:9][O:10][S:11](=[O:15])(=O)[O:12]C. Product: [CH3:1][S:11]([O-:12])(=[O:15])=[O:10].[CH2:1]([N+:4]1[CH:8]=[CH:7][N:6]([CH3:9])[CH:5]=1)[CH:2]=[CH2:3]. The catalyst class is: 11.